Dataset: Reaction yield outcomes from USPTO patents with 853,638 reactions. Task: Predict the reaction yield, written as a fraction of the theoretical maximum amount of product (1.0 means a 100% yield; for example, 0.34 means a 34% yield). (1) The reactants are [C:1]([N:4]1[C:13]2[C:8](=[CH:9][C:10]([C:14]3[CH:15]=[N:16][N:17]([CH2:19][CH2:20][N:21](C)[C:22](=[O:28])[O:23]C(C)(C)C)[CH:18]=3)=[CH:11][CH:12]=2)[C@H:7]([NH:30][C:31]2[CH:36]=[CH:35][CH:34]=[CH:33][N:32]=2)[CH2:6][C@@H:5]1[CH3:37])(=[O:3])[CH3:2].FC(F)(F)C(O)=O. The catalyst is ClCCl. The product is [CH:22]([OH:28])=[O:23].[C:1]([N:4]1[C:13]2[C:8](=[CH:9][C:10]([C:14]3[CH:15]=[N:16][N:17]([CH2:19][CH2:20][NH:21][CH3:22])[CH:18]=3)=[CH:11][CH:12]=2)[C@H:7]([NH:30][C:31]2[CH:36]=[CH:35][CH:34]=[CH:33][N:32]=2)[CH2:6][C@@H:5]1[CH3:37])(=[O:3])[CH3:2]. The yield is 0.830. (2) The reactants are O.[OH-].[Li+].[Cl:4][C:5]1[CH:27]=[C:26]([C:28]([NH:30][C@@H:31]([C:33]2[C:42]3[C:37](=[CH:38][CH:39]=[CH:40][CH:41]=3)[CH:36]=[CH:35][CH:34]=2)[CH3:32])=[O:29])[CH:25]=[C:24]([Cl:43])[C:6]=1[C:7]([NH:9][C@H:10]([C:20]([O:22]C)=[O:21])[CH2:11][NH:12][C:13]([C:15]1[S:16][CH:17]=[CH:18][CH:19]=1)=[O:14])=[O:8]. The catalyst is O.O1CCCC1.CO. The product is [Cl:4][C:5]1[CH:27]=[C:26]([C:28]([NH:30][C@@H:31]([C:33]2[C:42]3[C:37](=[CH:38][CH:39]=[CH:40][CH:41]=3)[CH:36]=[CH:35][CH:34]=2)[CH3:32])=[O:29])[CH:25]=[C:24]([Cl:43])[C:6]=1[C:7]([NH:9][C@H:10]([C:20]([OH:22])=[O:21])[CH2:11][NH:12][C:13]([C:15]1[S:16][CH:17]=[CH:18][CH:19]=1)=[O:14])=[O:8]. The yield is 0.670. (3) The reactants are [CH3:1][N:2]1[CH:6]=[C:5]([C:7](=O)[CH:8]=[C:9](O)[C:10]([F:13])([F:12])[F:11])[C:4]([CH3:16])=[N:3]1.[Br:17][C:18]1[CH:22]=[C:21]([NH2:23])[NH:20][N:19]=1.[C:24](O)(=O)C. No catalyst specified. The product is [Br:17][C:18]1[CH:22]=[C:21]2[N:23]=[C:7]([C:5]3[C:4]([CH3:16])=[N:3][N:2]([CH2:1][CH3:24])[CH:6]=3)[CH:8]=[C:9]([C:10]([F:13])([F:12])[F:11])[N:20]2[N:19]=1. The yield is 0.731.